This data is from Reaction yield outcomes from USPTO patents with 853,638 reactions. The task is: Predict the reaction yield, written as a fraction of the theoretical maximum amount of product (1.0 means a 100% yield; for example, 0.34 means a 34% yield). The reactants are [CH3:1][C:2]1[C:3]([N+:13]([O-])=O)=[CH:4][C:5]([NH:9][C:10](=[O:12])[CH3:11])=[N+:6]([O-])[CH:7]=1.[H][H]. The catalyst is CO.[OH-].[OH-].[Pd+2]. The product is [NH2:13][C:3]1[C:2]([CH3:1])=[CH:7][N:6]=[C:5]([NH:9][C:10](=[O:12])[CH3:11])[CH:4]=1. The yield is 0.860.